From a dataset of Experimentally validated miRNA-target interactions with 360,000+ pairs, plus equal number of negative samples. Binary Classification. Given a miRNA mature sequence and a target amino acid sequence, predict their likelihood of interaction. (1) The miRNA is hsa-miR-30b-3p with sequence CUGGGAGGUGGAUGUUUACUUC. The protein sequence of the target gene is MAWLEDVDFLEDVPLLEDIPLLEDVPLLEDVPLLEDTSRLEDINLMEDMALLEDVDLLEDTDFLEDLDFSEAMDLREDKDFLEDMDSLEDMALLEDVDLLEDTDFLEDPDFLEAIDLREDKDFLEDMDSLEDLEAIGRCGFSGRHGFFGRRRFSGRPKLSGRLGLLGRRGFSGRLGGYWKTWIFWKTWIFWKTWIFRKTYIGWKTWIFSGRCGLTGRPGFGGRRRFFWKTLTDWKTWISFWKTLIDWKTWISFWKTLIDWKI. Result: 1 (interaction). (2) The miRNA is mmu-miR-369-5p with sequence AGAUCGACCGUGUUAUAUUCGC. The protein sequence of the target gene is MSSQIRQNYSTDVEAAVNSLVNLYLQASYTYLSLGFYFDRDDVALEGVSHFFRELAEEKREGYERLLKMQNQRGGRALFQDIKKPAEDEWGKTPDAMKAAMALEKKLNQALLDLHALGSARTDPHLCDFLETHFLDEEVKLIKKMGDHLTNLHRLGGPEAGLGEYLFERLTLKHD. Result: 0 (no interaction). (3) The miRNA is mmu-miR-1955-3p with sequence GAGCAUUGCAUGCUGGGACAU. The protein sequence of the target gene is MERSEPLAVLSCEEASCSSWGACGASKNLPTMTTESLEIDDGLYSRQRYVLGDTAMQKMAKSCVFLSGMGGLGVEIAKNLVLAGIKALTIHDTKKCQAWDLGTNFFLCEDDVVNERNRAEAVLHRIAELNPYVQVSSSSAPLDETTDLSFLEKYQCVVLTEIKLTLQKKINNFCHSHCPPIKFISADVHGIWSRLFCDFGDEFEVSDTTGEEPKEIFISNITQANPGIVTCLESHPHKLETGQFLTFREIHGMTGLNGSVQQITVISPFSFSIGDTTKLDPYLHGGIAVQVKTPKTFCFE.... Result: 0 (no interaction). (4) The miRNA is hsa-miR-4539 with sequence GCUGAACUGGGCUGAGCUGGGC. The protein sequence of the target gene is MFAVVFFILSLMTCQPGVTAQEKVNQRVRRAATPAAVTCQLSNWSEWTDCFPCQDKKYRHRSLLQPNKFGGTICSGDIWDQASCSSSTTCVRQAQCGQDFQCKETGRCLKRHLVCNGDQDCLDGSDEDDCEDVRAIDEDCSQYEPIPGSQKAALGYNILTQEDAQSVYDASYYGGQCETVYNGEWRELRYDSTCERLYYGDDEKYFRKPYNFLKYHFEALADTGISSEFYDNANDLLSKVKKDKSDSFGVTIGIGPAGSPLLVGVGVSHSQDTSFLNELNKYNEKKFIFTRIFTKVQTAH.... Result: 1 (interaction). (5) The miRNA is hsa-miR-4325 with sequence UUGCACUUGUCUCAGUGA. The protein sequence of the target gene is MMMDLFETGSYFFYLDGENVTLQPLEVAEGSPLYPGSDGTLSPCQDQMPPEAGSDSSGEEHVLAPPGLQPPHCPGQCLIWACKTCKRKSAPTDRRKAATLRERRRLKKINEAFEALKRRTVANPNQRLPKVEILRSAISYIERLQDLLHRLDQQEKMQELGVDPFSYRPKQENLEGADFLRTCSSQWPSVSDHSRGLVITAKEGGASIDSSASSSLRCLSSIVDSISSEERKLPCVEEVVEK. Result: 0 (no interaction).